The task is: Predict the reaction yield, written as a fraction of the theoretical maximum amount of product (1.0 means a 100% yield; for example, 0.34 means a 34% yield).. This data is from Reaction yield outcomes from USPTO patents with 853,638 reactions. (1) The reactants are C([N:8]1[CH2:17][CH2:16][C:15]2[C:14]([C:18]3[N:22]([CH:23]4[CH2:28][CH2:27][CH2:26][CH2:25][O:24]4)[N:21]=[CH:20][CH:19]=3)=[N:13][CH:12]=[N:11][C:10]=2[CH:9]1[CH3:29])C1C=CC=CC=1.[H][H]. The catalyst is CCO.[Pd]. The product is [CH3:29][CH:9]1[C:10]2[N:11]=[CH:12][N:13]=[C:14]([C:18]3[N:22]([CH:23]4[CH2:28][CH2:27][CH2:26][CH2:25][O:24]4)[N:21]=[CH:20][CH:19]=3)[C:15]=2[CH2:16][CH2:17][NH:8]1. The yield is 0.980. (2) The reactants are [CH3:1][C:2]1[C:3]2[C:7]([CH:8]=[CH:9][CH:10]=1)=[N:6][N:5]1[C:11]([CH:16]3[CH2:21][CH2:20][N:19](C(OC(C)(C)C)=O)[CH2:18][CH2:17]3)=[CH:12][C:13](=[O:15])[NH:14][C:4]=21.[ClH:29]. The catalyst is CO.O1CCOCC1. The product is [ClH:29].[CH3:1][C:2]1[C:3]2[C:7]([CH:8]=[CH:9][CH:10]=1)=[N:6][N:5]1[C:11]([CH:16]3[CH2:21][CH2:20][NH:19][CH2:18][CH2:17]3)=[CH:12][C:13](=[O:15])[NH:14][C:4]=21. The yield is 0.880. (3) The product is [Cl:20][C:21]1[CH:29]=[CH:28][CH:27]=[CH:26][C:22]=1[C:23]([NH:13][C:10]1[CH:9]=[CH:8][C:7]([C:6]2[N:2]([CH3:1])[N:3]=[C:4]([C:14]3[N:18]=[C:17]([CH3:19])[O:16][N:15]=3)[CH:5]=2)=[CH:12][N:11]=1)=[O:24]. The reactants are [CH3:1][N:2]1[C:6]([C:7]2[CH:8]=[CH:9][C:10]([NH2:13])=[N:11][CH:12]=2)=[CH:5][C:4]([C:14]2[N:18]=[C:17]([CH3:19])[O:16][N:15]=2)=[N:3]1.[Cl:20][C:21]1[CH:29]=[CH:28][CH:27]=[CH:26][C:22]=1[C:23](Cl)=[O:24].CCN(C(C)C)C(C)C.C([O-])(O)=O.[Na+].C(Cl)Cl. The catalyst is C(Cl)Cl. The yield is 0.177. (4) The catalyst is C(Cl)Cl. The product is [CH3:1][CH:2]1[CH2:7][CH2:6][N:5]([CH2:8][C:9]2[CH:10]=[C:11]([C:15]3[CH:16]=[C:17]4[C:21](=[CH:22][CH:23]=3)[NH:20][N:19]=[C:18]4[C:30]([NH:32][C:33]3[CH:38]=[N:37][CH:36]=[CH:35][N:34]=3)=[O:31])[CH:12]=[N:13][CH:14]=2)[CH2:4][CH2:3]1. The yield is 0.311. The reactants are [CH3:1][CH:2]1[CH2:7][CH2:6][N:5]([CH2:8][C:9]2[CH:10]=[C:11]([C:15]3[CH:16]=[C:17]4[C:21](=[CH:22][CH:23]=3)[N:20](C3CCCCO3)[N:19]=[C:18]4[C:30]([NH:32][C:33]3[CH:38]=[N:37][CH:36]=[CH:35][N:34]=3)=[O:31])[CH:12]=[N:13][CH:14]=2)[CH2:4][CH2:3]1.C[SiH](C)C.C(O)(C(F)(F)F)=O. (5) The reactants are [N+:1]([C:4]1[S:8][C:7]([C:9]2[O:10][C:11]3[CH:12]=[N:13][CH:14]=[CH:15][C:16]=3[N:17]=2)=[CH:6][CH:5]=1)([O-])=O.[NH4+].[Cl-].O. The catalyst is [Fe].CO. The product is [N:17]1[C:16]2[CH:15]=[CH:14][N:13]=[CH:12][C:11]=2[O:10][C:9]=1[C:7]1[S:8][C:4]([NH2:1])=[CH:5][CH:6]=1. The yield is 0.350. (6) The reactants are [C:1]1([CH:7]([CH3:10])C#N)[CH:6]=[CH:5][CH:4]=[CH:3][CH:2]=1.NO.[OH:13][N:14]=[C:15]([NH2:22])C1C=CC=CC=1. The catalyst is CCO. The product is [OH:13][N:14]=[C:15]([NH2:22])[CH2:10][CH2:7][C:1]1[CH:2]=[CH:3][CH:4]=[CH:5][CH:6]=1. The yield is 0.705. (7) The reactants are [CH3:1][C:2]1[CH:7]=[CH:6][C:5]([C:8]2[C:9]([CH:14]=O)=[CH:10][CH:11]=[CH:12][CH:13]=2)=[CH:4][CH:3]=1.Cl.O[NH2:18].C(OC(=O)C)(=O)C. The catalyst is N1C=CC=CC=1. The product is [C:14]([C:9]1[CH:10]=[CH:11][CH:12]=[CH:13][C:8]=1[C:5]1[CH:6]=[CH:7][C:2]([CH3:1])=[CH:3][CH:4]=1)#[N:18]. The yield is 0.790. (8) The reactants are [NH2:1][C:2]1[N:3]=[CH:4][C:5]2[CH2:6][C:7](=[O:24])[NH:8][C:9]3[CH:16]=[C:15]([Cl:17])[C:14]([C:18]#[C:19][CH2:20][N:21]([CH3:23])[CH3:22])=[CH:13][C:10]=3[C:11]=2[N:12]=1. The catalyst is O.C1COCC1.[Ni]. The product is [NH2:1][C:2]1[N:3]=[CH:4][C:5]2[CH2:6][C:7](=[O:24])[NH:8][C:9]3[CH:16]=[C:15]([Cl:17])[C:14]([CH2:18][CH2:19][CH2:20][N:21]([CH3:22])[CH3:23])=[CH:13][C:10]=3[C:11]=2[N:12]=1. The yield is 0.520. (9) The reactants are [H-].[H-].[H-].[H-].[Li+].[Al+3].[CH3:7][O:8][C:9]1[CH:10]=[C:11]([CH:16]=[C:17]([O:22][CH3:23])[C:18]=1[CH2:19][CH2:20]C)[C:12]([O:14]C)=O.[CH3:24]COCC. No catalyst specified. The product is [CH3:23][O:22][C:17]1[CH:16]=[C:11]([CH:10]=[C:9]([O:8][CH3:7])[C:18]=1[CH:19]([CH3:20])[CH3:24])[CH2:12][OH:14]. The yield is 0.880.